From a dataset of Full USPTO retrosynthesis dataset with 1.9M reactions from patents (1976-2016). Predict the reactants needed to synthesize the given product. (1) Given the product [CH2:17]([O:6][C:5]1[CH:4]=[C:3]([CH:11]=[CH:10][C:7]=1[O:8][CH3:9])[CH:2]=[O:1])[CH2:18][C:13]#[C:14][CH2:15][CH3:16], predict the reactants needed to synthesize it. The reactants are: [O:1]=[CH:2][C:3]1[CH:11]=[CH:10][C:7]([O:8][CH3:9])=[C:5]([OH:6])[CH:4]=1.C[C:13]1[CH:18]=[CH:17][C:16](S(OCCC#CCC)(=O)=O)=[CH:15][CH:14]=1. (2) Given the product [Cl:1][C:2]1[CH:7]=[CH:6][C:5]([N:8]2[C:17](=[O:19])[CH:18]=[C:11]([C:12]([F:15])([F:14])[F:13])[CH:10]=[N:9]2)=[CH:4][CH:3]=1, predict the reactants needed to synthesize it. The reactants are: [Cl:1][C:2]1[CH:7]=[CH:6][C:5]([NH:8][N:9]=[CH:10][C:11](=O)[C:12]([F:15])([F:14])[F:13])=[CH:4][CH:3]=1.[CH2:17]([O:19]P(CC(OCC)=O)(OCC)=O)[CH3:18]. (3) Given the product [Br:30][C:31]1[CH:36]=[CH:35][C:34]([S:37][C:7]2[N:12]=[C:11]3[C:13]4[N:20]([CH3:21])[N:19]=[C:18]([C:22]([N:23]([O:25][CH3:26])[CH3:24])=[O:27])[C:14]=4[CH2:15][CH2:16][CH2:17][C:10]3=[CH:9][N:8]=2)=[CH:33][CH:32]=1, predict the reactants needed to synthesize it. The reactants are: FC(F)(F)S(O[C:7]1[N:12]=[C:11]2[C:13]3[N:20]([CH3:21])[N:19]=[C:18]([C:22](=[O:27])[N:23]([O:25][CH3:26])[CH3:24])[C:14]=3[CH2:15][CH2:16][CH2:17][C:10]2=[CH:9][N:8]=1)(=O)=O.[Br:30][C:31]1[CH:36]=[CH:35][C:34]([SH:37])=[CH:33][CH:32]=1. (4) Given the product [Cl:1][C:2]1[N:7]=[CH:6][C:5]([CH2:8][OH:9])=[CH:4][C:3]=1[CH3:12], predict the reactants needed to synthesize it. The reactants are: [Cl:1][C:2]1[N:7]=[CH:6][C:5]([C:8](OC)=[O:9])=[CH:4][C:3]=1[CH3:12].CC(C[AlH]CC(C)C)C. (5) Given the product [CH2:1]([O:3][C:4]1[CH:10]=[CH:9][CH:8]=[CH:7][C:5]=1[NH:6][N:20]=[C:32]([C:33](=[O:35])[CH3:34])[C:29](=[O:31])[CH3:30])[CH3:2], predict the reactants needed to synthesize it. The reactants are: [CH2:1]([O:3][C:4]1[CH:10]=[CH:9][CH:8]=[CH:7][C:5]=1[NH2:6])[CH3:2].P(=O)(O)(O)O.[N+]([O-])(O)=O.[N:20]([O-])=O.[Na+].C([O-])(=O)C.[K+].[C:29]([CH2:32][C:33](=[O:35])[CH3:34])(=[O:31])[CH3:30]. (6) The reactants are: Cl[C:2]1[N:3]=[C:4]([N:21]2[CH2:26][CH2:25][O:24][CH2:23][CH2:22]2)[C:5]2[S:10][C:9]([C:11]3[CH:16]=[CH:15][CH:14]=[C:13]([S:17]([CH3:20])(=[O:19])=[O:18])[CH:12]=3)=[CH:8][C:6]=2[N:7]=1.[CH3:27][O:28][C:29]1[N:34]=[CH:33][C:32](B(O)O)=[CH:31][N:30]=1. Given the product [CH3:27][O:28][C:29]1[N:34]=[CH:33][C:32]([C:2]2[N:3]=[C:4]([N:21]3[CH2:26][CH2:25][O:24][CH2:23][CH2:22]3)[C:5]3[S:10][C:9]([C:11]4[CH:16]=[CH:15][CH:14]=[C:13]([S:17]([CH3:20])(=[O:19])=[O:18])[CH:12]=4)=[CH:8][C:6]=3[N:7]=2)=[CH:31][N:30]=1, predict the reactants needed to synthesize it. (7) Given the product [C:32]1([CH3:35])[CH:31]=[CH:30][C:29]([C:26]2[O:25][C:24]([CH2:23][S:14][C:11]3[N:10]([C:15]4[CH:20]=[CH:19][CH:18]=[CH:17][C:16]=4[Cl:21])[C:9]([C:3]4[CH:4]=[CH:5][C:6]([Cl:8])=[CH:7][C:2]=4[Cl:1])=[N:13][N:12]=3)=[N:28][N:27]=2)=[CH:34][CH:33]=1, predict the reactants needed to synthesize it. The reactants are: [Cl:1][C:2]1[CH:7]=[C:6]([Cl:8])[CH:5]=[CH:4][C:3]=1[C:9]1[N:10]([C:15]2[CH:20]=[CH:19][CH:18]=[CH:17][C:16]=2[Cl:21])[C:11]([SH:14])=[N:12][N:13]=1.Cl[CH2:23][C:24]1[O:25][C:26]([C:29]2[CH:34]=[CH:33][C:32]([CH3:35])=[CH:31][CH:30]=2)=[N:27][N:28]=1.C([O-])([O-])=O.[K+].[K+]. (8) Given the product [C:18]1([C:8]2([NH2:7])[CH:16]3[N:12]([CH2:13][CH2:14][CH2:15]3)[CH2:11][CH2:10][CH2:9]2)[CH:19]=[CH:20][CH:21]=[CH:22][CH:23]=1, predict the reactants needed to synthesize it. The reactants are: [H-].[H-].[H-].[H-].[Li+].[Al+3].[NH2:7][C:8]1([C:18]2[CH:23]=[CH:22][CH:21]=[CH:20][CH:19]=2)[CH:16]2[N:12]([CH2:13][CH2:14][CH2:15]2)[C:11](=O)[CH2:10][CH2:9]1. (9) Given the product [CH:13]1([CH2:19][NH:20][C:30]([C:2]2[C:3]3[CH:4]=[CH:5][CH:6]=[N:7][C:8]=3[CH:9]=[CH:10][C:11]=2[CH3:12])=[O:34])[CH2:18][CH2:17][CH2:16][CH2:15][CH2:14]1, predict the reactants needed to synthesize it. The reactants are: Br[C:2]1[C:11]([CH3:12])=[CH:10][CH:9]=[C:8]2[C:3]=1[CH:4]=[CH:5][CH:6]=[N:7]2.[CH:13]1([CH2:19][NH2:20])[CH2:18][CH2:17][CH2:16][CH2:15][CH2:14]1.C(N(CC)CC)C.CN1CCC[C:30]1=[O:34].